Dataset: Reaction yield outcomes from USPTO patents with 853,638 reactions. Task: Predict the reaction yield, written as a fraction of the theoretical maximum amount of product (1.0 means a 100% yield; for example, 0.34 means a 34% yield). (1) The reactants are Cl[C:2]1[N:7]=[C:6]2[S:8][C:9]([NH:11][C:12]3[CH:17]=[C:16]([CH2:18][C:19]4[CH:24]=[CH:23][CH:22]=[CH:21][CH:20]=4)[N:15]=[C:14]([NH:25][C@H:26]4[CH2:31][CH2:30][C@H:29]([OH:32])[CH2:28][CH2:27]4)[N:13]=3)=[N:10][C:5]2=[CH:4][CH:3]=1.[NH:33]([CH2:37]CO)[CH2:34]CO. The catalyst is CN(C)C=O. The product is [CH3:34][N:33]([CH3:37])[C:2]1[N:7]=[C:6]2[S:8][C:9]([NH:11][C:12]3[CH:17]=[C:16]([CH2:18][C:19]4[CH:24]=[CH:23][CH:22]=[CH:21][CH:20]=4)[N:15]=[C:14]([NH:25][C@H:26]4[CH2:31][CH2:30][C@H:29]([OH:32])[CH2:28][CH2:27]4)[N:13]=3)=[N:10][C:5]2=[CH:4][CH:3]=1. The yield is 0.400. (2) The reactants are [CH3:1][N:2]([S:15]([C:18]1[CH:19]=[N:20][CH:21]=[CH:22][CH:23]=1)(=[O:17])=[O:16])[C:3]1[CH:4]=[CH:5][CH:6]=[C:7]2[C:11]=1[NH:10][C:9]([C:12](=[S:14])[NH2:13])=[CH:8]2.[C:24]([O:29][CH2:30][CH3:31])(=[O:28])[C:25]#[C:26][CH3:27].C(P(CCCC)CCCC)CCC.ClCCl. The catalyst is O1CCCC1. The product is [CH3:1][N:2]([S:15]([C:18]1[CH:19]=[N:20][CH:21]=[CH:22][CH:23]=1)(=[O:17])=[O:16])[C:3]1[CH:4]=[CH:5][CH:6]=[C:7]2[C:11]=1[NH:10][C:9]([C:12]1[S:14][CH:26]([CH2:25][C:24]([O:29][CH2:30][CH3:31])=[O:28])[CH2:27][N:13]=1)=[CH:8]2. The yield is 0.300. (3) The reactants are C(=O)([O-])[O-].[K+].[K+].[CH3:7][O:8][CH2:9][N:10]=[C:11]=[S:12].[Cl:13][C:14]1[CH:19]=[C:18]([C:20]([F:23])([F:22])[F:21])[CH:17]=[C:16]([Cl:24])[C:15]=1[O:25][C:26]1[CH:30]=[C:29]([CH3:31])[NH:28][N:27]=1.Cl. The catalyst is C(OCC)(=O)C. The product is [CH3:7][O:8][CH2:9][NH:10][C:11]([N:28]1[C:29]([CH3:31])=[CH:30][C:26]([O:25][C:15]2[C:16]([Cl:24])=[CH:17][C:18]([C:20]([F:23])([F:21])[F:22])=[CH:19][C:14]=2[Cl:13])=[N:27]1)=[S:12]. The yield is 0.467. (4) No catalyst specified. The reactants are [Br:1][C:2]1[CH:7]=[CH:6][C:5]([CH2:8][C:9]([OH:11])=[O:10])=[CH:4][CH:3]=1.S(=O)(=O)(O)O.[CH3:17]O. The product is [Br:1][C:2]1[CH:3]=[CH:4][C:5]([CH2:8][C:9]([O:11][CH3:17])=[O:10])=[CH:6][CH:7]=1. The yield is 1.00. (5) The reactants are Br[C:2]1[CH:7]=[CH:6][N:5]=[C:4]([NH:8][C:9]([CH:11]2[CH2:13][CH2:12]2)=[O:10])[CH:3]=1.[CH3:14][C:15]1([CH3:31])[C:19]([CH3:21])([CH3:20])[O:18][B:17]([B:17]2[O:18][C:19]([CH3:21])([CH3:20])[C:15]([CH3:31])([CH3:14])[O:16]2)[O:16]1.C([O-])(=O)C.[K+]. The catalyst is O1CCOCC1.C1C=CC(P(C2C=CC=CC=2)[C-]2C=CC=C2)=CC=1.C1C=CC(P(C2C=CC=CC=2)[C-]2C=CC=C2)=CC=1.Cl[Pd]Cl.[Fe+2]. The product is [CH3:14][C:15]1([CH3:31])[C:19]([CH3:21])([CH3:20])[O:18][B:17]([C:2]2[CH:7]=[CH:6][N:5]=[C:4]([NH:8][C:9]([CH:11]3[CH2:13][CH2:12]3)=[O:10])[CH:3]=2)[O:16]1. The yield is 0.470. (6) The reactants are [CH3:1][CH:2]1[CH2:7][CH2:6][CH2:5][NH:4][CH2:3]1.[CH:8]([C:10]1[CH:25]=[CH:24][C:13]([O:14][C:15]2[CH:23]=[CH:22][C:18]([C:19]([NH2:21])=[O:20])=[CH:17][N:16]=2)=[CH:12][CH:11]=1)=O.C(O[BH-](OC(=O)C)OC(=O)C)(=O)C.[Na+].C(O)(=O)C. The catalyst is ClCCCl.CO.C(Cl)Cl. The product is [CH3:1][CH:2]1[CH2:7][CH2:6][CH2:5][N:4]([CH2:8][C:10]2[CH:25]=[CH:24][C:13]([O:14][C:15]3[CH:23]=[CH:22][C:18]([C:19]([NH2:21])=[O:20])=[CH:17][N:16]=3)=[CH:12][CH:11]=2)[CH2:3]1. The yield is 0.290. (7) The reactants are [OH-].[Li+].[CH2:3]([C:9]1[CH:10]=[C:11]2[C:16](=[CH:17][CH:18]=1)[C:15]([C:19]([O:21]C)=[O:20])=[CH:14][CH:13]=[CH:12]2)[CH2:4][CH2:5][CH2:6][CH2:7][CH3:8]. The catalyst is C1COCC1. The product is [CH2:3]([C:9]1[CH:10]=[C:11]2[C:16](=[CH:17][CH:18]=1)[C:15]([C:19]([OH:21])=[O:20])=[CH:14][CH:13]=[CH:12]2)[CH2:4][CH2:5][CH2:6][CH2:7][CH3:8]. The yield is 0.970.